This data is from Full USPTO retrosynthesis dataset with 1.9M reactions from patents (1976-2016). The task is: Predict the reactants needed to synthesize the given product. (1) Given the product [CH3:1][O:2][C:3]1[CH:8]=[C:7]([N:9]2[CH2:14][CH2:13][N:12]([CH3:15])[CH2:11][CH2:10]2)[CH:6]=[CH:5][C:4]=1[NH:16][C:17]1[N:22]=[C:21]2[NH:23][N:24]=[CH:25][C:20]2=[C:19]([O:32][C:33]2[CH:34]=[C:35]([NH:39][C:40](=[O:43])[CH:41]=[CH2:42])[CH:36]=[CH:37][CH:38]=2)[N:18]=1, predict the reactants needed to synthesize it. The reactants are: [CH3:1][O:2][C:3]1[CH:8]=[C:7]([N:9]2[CH2:14][CH2:13][N:12]([CH3:15])[CH2:11][CH2:10]2)[CH:6]=[CH:5][C:4]=1[NH:16][C:17]1[N:22]=[C:21]2[N:23](C3CCCCO3)[N:24]=[CH:25][C:20]2=[C:19]([O:32][C:33]2[CH:34]=[C:35]([NH:39][C:40](=[O:43])[CH:41]=[CH2:42])[CH:36]=[CH:37][CH:38]=2)[N:18]=1.Cl. (2) Given the product [Br:1][C:2]1[CH:7]=[CH:6][C:5]([CH:8]2[CH2:13][C:12]([CH3:27])([S:14]([C:17]3[CH:22]=[CH:21][CH:20]=[C:19]([C:23]([F:24])([F:26])[F:25])[CH:18]=3)(=[O:15])=[O:16])[CH2:11][CH2:10][O:9]2)=[CH:4][CH:3]=1, predict the reactants needed to synthesize it. The reactants are: [Br:1][C:2]1[CH:7]=[CH:6][C:5]([CH:8]2[CH2:13][CH:12]([S:14]([C:17]3[CH:22]=[CH:21][CH:20]=[C:19]([C:23]([F:26])([F:25])[F:24])[CH:18]=3)(=[O:16])=[O:15])[CH2:11][CH2:10][O:9]2)=[CH:4][CH:3]=1.[CH3:27]C([O-])(C)C.[K+].CI.